Dataset: TCR-epitope binding with 47,182 pairs between 192 epitopes and 23,139 TCRs. Task: Binary Classification. Given a T-cell receptor sequence (or CDR3 region) and an epitope sequence, predict whether binding occurs between them. (1) The epitope is FPPTSFGPL. The TCR CDR3 sequence is CAISDLAGEPKTQETQYF. Result: 0 (the TCR does not bind to the epitope). (2) The epitope is LPAADLDDF. The TCR CDR3 sequence is CASSLVGESAPPHEQYF. Result: 0 (the TCR does not bind to the epitope). (3) The epitope is RISNCVADY. The TCR CDR3 sequence is CASSLGGLNTDTQYF. Result: 0 (the TCR does not bind to the epitope). (4) The epitope is YLNTLTLAV. The TCR CDR3 sequence is CASSETSGKNIQYF. Result: 1 (the TCR binds to the epitope). (5) The epitope is KLVALGINAV. The TCR CDR3 sequence is CAWSINSAEAFF. Result: 1 (the TCR binds to the epitope). (6) The epitope is LPPAYTNSF. Result: 1 (the TCR binds to the epitope). The TCR CDR3 sequence is CASSSPVNTEAFF.